Dataset: Full USPTO retrosynthesis dataset with 1.9M reactions from patents (1976-2016). Task: Predict the reactants needed to synthesize the given product. (1) Given the product [Cl:45][C:46]1[N:51]=[C:50]([C:12]2[CH:11]=[C:10]3[C:15](=[CH:14][CH:13]=2)[N:7]([CH:2]2[CH2:3][CH2:4][CH2:5][CH2:6][O:1]2)[N:8]=[C:9]3[C:25]2[N:30]=[C:29]([O:31][C@@H:32]3[CH2:37][CH2:36][CH2:35][N:34]([C:38]([O:40][C:41]([CH3:42])([CH3:44])[CH3:43])=[O:39])[CH2:33]3)[CH:28]=[N:27][CH:26]=2)[CH:49]=[CH:48][N:47]=1, predict the reactants needed to synthesize it. The reactants are: [O:1]1[CH2:6][CH2:5][CH2:4][CH2:3][CH:2]1[N:7]1[C:15]2[C:10](=[CH:11][C:12](B3OC(C)(C)C(C)(C)O3)=[CH:13][CH:14]=2)[C:9]([C:25]2[N:30]=[C:29]([O:31][C@@H:32]3[CH2:37][CH2:36][CH2:35][N:34]([C:38]([O:40][C:41]([CH3:44])([CH3:43])[CH3:42])=[O:39])[CH2:33]3)[CH:28]=[N:27][CH:26]=2)=[N:8]1.[Cl:45][C:46]1[N:51]=[C:50](Cl)[CH:49]=[CH:48][N:47]=1.C([O-])([O-])=O.[Na+].[Na+]. (2) Given the product [CH3:15][NH:16][C:2]1[C:11]([N+:12]([O-:14])=[O:13])=[CH:10][CH:9]=[CH:8][C:3]=1[C:4]([O:6][CH3:7])=[O:5], predict the reactants needed to synthesize it. The reactants are: Cl[C:2]1[C:11]([N+:12]([O-:14])=[O:13])=[CH:10][CH:9]=[CH:8][C:3]=1[C:4]([O:6][CH3:7])=[O:5].[CH3:15][NH2:16]. (3) Given the product [Cl:11][C:12]1[CH:13]=[CH:14][C:15]2[O:25][C:26]3[CH:31]=[CH:30][CH:29]=[CH:28][C:27]=3[CH:23]=[C:18]([C:19]([O:21][CH3:22])=[O:20])[C:16]=2[CH:17]=1, predict the reactants needed to synthesize it. The reactants are: P(OP(O)(O)=O)(O)(O)=O.O.[Cl:11][C:12]1[CH:13]=[CH:14][C:15]([O:25][C:26]2[CH:31]=[CH:30][CH:29]=[CH:28][CH:27]=2)=[C:16]([C:18](=[CH:23]O)[C:19]([O:21][CH3:22])=[O:20])[CH:17]=1. (4) Given the product [Cl:30][C:19]1[N:18]2[C:14](=[N:15][C:16]3[CH:24]=[CH:23][CH:22]=[CH:21][C:17]=32)[C:13]([C:25]#[N:26])=[C:12]([CH3:27])[C:11]=1[CH2:1][CH2:2][CH2:3][CH2:4][CH2:5][CH2:6][CH2:7][CH2:8][CH2:9][CH3:10], predict the reactants needed to synthesize it. The reactants are: [CH2:1]([C:11]1[C:19](=O)[N:18]2[C:14]([NH:15][C:16]3[CH:24]=[CH:23][CH:22]=[CH:21][C:17]=32)=[C:13]([C:25]#[N:26])[C:12]=1[CH3:27])[CH2:2][CH2:3][CH2:4][CH2:5][CH2:6][CH2:7][CH2:8][CH2:9][CH3:10].P(Cl)(Cl)([Cl:30])=O. (5) The reactants are: [Si:1](Cl)([C:4]([CH3:7])([CH3:6])[CH3:5])([CH3:3])[CH3:2].[OH:9][C@@H:10]1[CH2:15][CH2:14][C@H:13]([NH:16][C:17](=[O:26])[O:18][CH2:19][C:20]2[CH:25]=[CH:24][CH:23]=[CH:22][CH:21]=2)[C@H:12]([CH2:27][OH:28])[CH2:11]1.N1C=CN=C1. Given the product [Si:1]([O:28][CH2:27][C@@H:12]1[CH2:11][C@H:10]([OH:9])[CH2:15][CH2:14][C@@H:13]1[NH:16][C:17](=[O:26])[O:18][CH2:19][C:20]1[CH:25]=[CH:24][CH:23]=[CH:22][CH:21]=1)([C:4]([CH3:7])([CH3:6])[CH3:5])([CH3:3])[CH3:2], predict the reactants needed to synthesize it. (6) The reactants are: [Br:1][C:2]1[CH:3]=[CH:4][C:5]([N+:11]([O-])=O)=[C:6]([NH:8][CH2:9][CH3:10])[CH:7]=1. Given the product [Br:1][C:2]1[CH:7]=[C:6]([NH:8][CH2:9][CH3:10])[C:5]([NH2:11])=[CH:4][CH:3]=1, predict the reactants needed to synthesize it. (7) Given the product [CH3:10][NH:11][C:12]1[CH:20]=[CH:19][C:18]2[N:17]3[C:21](=[O:29])[O:22][C@@H:23]([CH2:24][NH:25][C:26](=[O:28])[CH3:27])[C@@H:16]3[CH2:15][C:14]=2[CH:13]=1, predict the reactants needed to synthesize it. The reactants are: N1([CH2:10][NH:11][C:12]2[CH:20]=[CH:19][C:18]3[N:17]4[C:21](=[O:29])[O:22][C@@H:23]([CH2:24][NH:25][C:26](=[O:28])[CH3:27])[C@@H:16]4[CH2:15][C:14]=3[CH:13]=2)C2C=CC=CC=2N=N1.[BH4-].[Na+].